This data is from Catalyst prediction with 721,799 reactions and 888 catalyst types from USPTO. The task is: Predict which catalyst facilitates the given reaction. (1) Reactant: [CH3:1][N:2]([CH3:27])[C:3]1[CH:8]=[C:7]([N:9]2[CH2:14][CH2:13][CH:12]([N:15](C)[C:16](=O)OCC3C=CC=CC=3)[CH2:11][CH2:10]2)[CH:6]=[CH:5][N:4]=1. Product: [CH3:1][N:2]([CH3:27])[C:3]1[CH:8]=[C:7]([N:9]2[CH2:10][CH2:11][CH:12]([NH:15][CH3:16])[CH2:13][CH2:14]2)[CH:6]=[CH:5][N:4]=1. The catalyst class is: 5. (2) Reactant: [N:1]([C:4]1[CH:13]=[C:12]([C:14]([F:17])([F:16])[F:15])[CH:11]=[CH:10][C:5]=1[C:6]([O:8]C)=O)=[C:2]=[S:3].[NH2:18][CH:19]1[CH2:27][C:26]2[C:21](=[CH:22][CH:23]=[CH:24][CH:25]=2)[CH2:20]1.O. Product: [CH2:20]1[C:21]2[C:26](=[CH:25][CH:24]=[CH:23][CH:22]=2)[CH2:27][CH:19]1[N:18]1[C:6](=[O:8])[C:5]2[C:4](=[CH:13][C:12]([C:14]([F:17])([F:16])[F:15])=[CH:11][CH:10]=2)[NH:1][C:2]1=[S:3]. The catalyst class is: 9. (3) Product: [C:1]([O:5][C:6]([NH:8][C@@H:9]([CH2:42][C:43]1[CH:48]=[CH:47][CH:46]=[CH:45][CH:44]=1)[CH2:10][C@@H:11]1[O:15][C:14]([CH3:16])([CH3:17])[N:13]([C:18]([O:20][CH2:21][C:22]2[CH:23]=[CH:24][CH:25]=[CH:26][CH:27]=2)=[O:19])[C@H:12]1[CH2:28][C:29]1[CH:30]=[CH:31][C:32]([C:56]2[CH:57]=[CH:58][N:59]=[CH:60][CH:61]=2)=[CH:33][CH:34]=1)=[O:7])([CH3:2])([CH3:3])[CH3:4]. Reactant: [C:1]([O:5][C:6]([NH:8][C@@H:9]([CH2:42][C:43]1[CH:48]=[CH:47][CH:46]=[CH:45][CH:44]=1)[CH2:10][C@@H:11]1[O:15][C:14]([CH3:17])([CH3:16])[N:13]([C:18]([O:20][CH2:21][C:22]2[CH:27]=[CH:26][CH:25]=[CH:24][CH:23]=2)=[O:19])[C@H:12]1[CH2:28][C:29]1[CH:34]=[CH:33][C:32](OC(=O)C(F)(F)F)=[CH:31][CH:30]=1)=[O:7])([CH3:4])([CH3:3])[CH3:2].[Li+].[Cl-].C([Sn](CCCC)(CCCC)[C:56]1[CH:61]=[CH:60][N:59]=[CH:58][CH:57]=1)CCC. The catalyst class is: 233.